From a dataset of Reaction yield outcomes from USPTO patents with 853,638 reactions. Predict the reaction yield, written as a fraction of the theoretical maximum amount of product (1.0 means a 100% yield; for example, 0.34 means a 34% yield). (1) The reactants are [I:1][C:2]1[CH:11]=[C:10]2[C:5]([C:6](=O)[CH:7]=[CH:8][NH:9]2)=[CH:4][C:3]=1[CH3:13].[Cl-:14].[P+]=O.[OH-].[NH4+]. The catalyst is CN(C)C=O. The product is [Cl:14][C:6]1[C:5]2[C:10](=[CH:11][C:2]([I:1])=[C:3]([CH3:13])[CH:4]=2)[N:9]=[CH:8][CH:7]=1. The yield is 0.980. (2) The reactants are [CH2:1]([Li])[CH2:2][CH2:3]C.[Br:6][C:7]1[CH:15]=[C:14]2[C:10]([CH2:11][C:12](=O)[NH:13]2)=[CH:9][CH:8]=1.[CH3:20][N:18]([CH3:24])[CH2:19][CH2:20][N:18]([CH3:24])[CH3:19].IC.[C:27](=[O:30])([O-])O.[Na+]. The catalyst is O1CCCC1. The product is [Br:6][C:7]1[CH:15]=[C:14]2[C:10]([C:11]([CH3:1])([CH3:12])[C:27](=[O:30])[NH:13]2)=[CH:9][CH:8]=1.[Br:6][C:7]1[CH:15]=[C:19]2[C:20]([C:2]([CH3:3])([CH3:1])[C:27](=[O:30])[N:18]2[CH3:24])=[CH:9][CH:8]=1. The yield is 0.290. (3) The reactants are [Br:1][C:2]1[CH:7]=[CH:6][C:5]([OH:8])=[C:4]([CH:9]2[CH2:13][CH2:12][CH2:11][CH2:10]2)[CH:3]=1.C(N(CC)CC)C.Cl[C:22]([O:24][CH3:25])=[O:23]. The catalyst is CN(C1C=CN=CC=1)C.ClCCl. The product is [C:22](=[O:23])([O:24][CH3:25])[O:8][C:5]1[CH:6]=[CH:7][C:2]([Br:1])=[CH:3][C:4]=1[CH:9]1[CH2:13][CH2:12][CH2:11][CH2:10]1. The yield is 0.850. (4) The yield is 0.620. The catalyst is CO. The reactants are [NH:1]1[C:9]2[C:4](=[CH:5][C:6]([OH:10])=[CH:7][CH:8]=2)[CH:3]=[CH:2]1.[OH-].[K+].[CH3:13][N:14]1[CH2:19][CH2:18][C:17](=O)[CH2:16][CH2:15]1. The product is [CH3:13][N:14]1[CH2:15][CH:16]=[C:17]([C:3]2[C:4]3[C:9](=[CH:8][CH:7]=[C:6]([OH:10])[CH:5]=3)[NH:1][CH:2]=2)[CH2:18][CH2:19]1. (5) The product is [CH3:7][C:8]1[CH:13]=[CH:12][C:11]([C:14]([NH:28][C:25]2[S:26][CH:27]=[C:23]([C:20]3[CH:21]=[CH:22][N:17]=[CH:18][CH:19]=3)[N:24]=2)=[O:16])=[CH:10][CH:9]=1. The reactants are C(Cl)(=O)C(Cl)=O.[CH3:7][C:8]1[CH:9]=[CH:10][C:11]([C:14]([OH:16])=O)=[CH:12][CH:13]=1.[N:17]1[CH:22]=[CH:21][C:20]([C:23]2[N:24]=[C:25]([NH2:28])[S:26][CH:27]=2)=[CH:19][CH:18]=1. The yield is 0.560. The catalyst is CN(C=O)C.C(Cl)Cl. (6) The reactants are [Li+].C[Si]([N-][Si](C)(C)C)(C)C.[F:11][C:12]([F:25])([F:24])[C:13]([NH:15][CH2:16][C:17]([O:19]C/C=C/C)=[O:18])=[O:14].[Al](OC(C)C)(OC(C)C)OC(C)C.CO[C:41]1[CH:42]=CC2N=CC=C([C@H](O)[C@@H]3N4C[C@H](C=C)C(CC4)C3)[C:45]=2[CH:46]=1.C([O-])(O)=O.[Na+]. The catalyst is C1COCC1. The product is [CH3:45][C@H:46]([CH:41]=[CH2:42])[C@H:16]([NH:15][C:13](=[O:14])[C:12]([F:11])([F:24])[F:25])[C:17]([OH:19])=[O:18]. The yield is 0.650. (7) The reactants are [Cl:1][C:2]1[CH:7]=[CH:6][C:5]([C:8]2[CH:13]=[C:12]([CH:14]([F:16])[F:15])[N:11]3[N:17]=[CH:18][CH:19]=[C:10]3[N:9]=2)=[CH:4][C:3]=1[CH3:20].C([O-])(=O)C.[Na+].[I:26]Cl. The catalyst is C(O)(=O)C.O. The product is [Cl:1][C:2]1[CH:7]=[CH:6][C:5]([C:8]2[CH:13]=[C:12]([CH:14]([F:16])[F:15])[N:11]3[N:17]=[CH:18][C:19]([I:26])=[C:10]3[N:9]=2)=[CH:4][C:3]=1[CH3:20]. The yield is 0.960. (8) The reactants are [F:1][C:2]([F:27])([F:26])[C:3]1[CH:8]=[CH:7][C:6]([C:9]2[O:13][C:12]([NH:14][C:15]3[CH:16]=[CH:17][CH:18]=[C:19]4[C:24]=3[CH2:23][C:22](=[O:25])[CH2:21][CH2:20]4)=[N:11][CH:10]=2)=[CH:5][CH:4]=1.[BH4-].[Na+].O. The catalyst is C(O)C. The product is [F:27][C:2]([F:1])([F:26])[C:3]1[CH:8]=[CH:7][C:6]([C:9]2[O:13][C:12]([NH:14][C:15]3[CH:16]=[CH:17][CH:18]=[C:19]4[C:24]=3[CH2:23][CH:22]([OH:25])[CH2:21][CH2:20]4)=[N:11][CH:10]=2)=[CH:5][CH:4]=1. The yield is 0.560. (9) The reactants are [CH3:1][C:2]1[CH:7]=[CH:6][C:5]([N+:8]([O-:10])=[O:9])=[CH:4][C:3]=1[OH:11].Cl[CH2:13][CH2:14][N:15]1[CH2:20][CH2:19][O:18][CH2:17][CH2:16]1.C(=O)([O-])[O-].[K+].[K+].C(OC(=O)C)C. The catalyst is CC(C)=O. The product is [CH3:1][C:2]1[CH:7]=[CH:6][C:5]([N+:8]([O-:10])=[O:9])=[CH:4][C:3]=1[O:11][CH2:13][CH2:14][N:15]1[CH2:20][CH2:19][O:18][CH2:17][CH2:16]1. The yield is 0.620.